This data is from Full USPTO retrosynthesis dataset with 1.9M reactions from patents (1976-2016). The task is: Predict the reactants needed to synthesize the given product. Given the product [CH:1]1([CH:4]([C:9]2[CH:14]=[CH:13][C:12]([OH:15])=[CH:11][CH:10]=2)[CH2:5][C:6]([O:8][CH3:16])=[O:7])[CH2:3][CH2:2]1, predict the reactants needed to synthesize it. The reactants are: [CH:1]1([CH:4]([C:9]2[CH:14]=[CH:13][C:12]([OH:15])=[CH:11][CH:10]=2)[CH2:5][C:6]([OH:8])=[O:7])[CH2:3][CH2:2]1.[CH3:16]S(O)(=O)=O.